Dataset: Catalyst prediction with 721,799 reactions and 888 catalyst types from USPTO. Task: Predict which catalyst facilitates the given reaction. Reactant: [Cl:1][C:2]1[CH:8]=[CH:7][C:5]([NH2:6])=[C:4]([O:9][C:10]2[CH:15]=[CH:14][C:13]([N+:16]([O-:18])=[O:17])=[CH:12][C:11]=2[Cl:19])[CH:3]=1.Br[CH2:21][C:22]([O:24][CH2:25][CH3:26])=[O:23].C([O-])(=O)C.[Na+]. Product: [Cl:1][C:2]1[CH:8]=[CH:7][C:5]([NH:6][CH2:21][C:22]([O:24][CH2:25][CH3:26])=[O:23])=[C:4]([O:9][C:10]2[CH:15]=[CH:14][C:13]([N+:16]([O-:18])=[O:17])=[CH:12][C:11]=2[Cl:19])[CH:3]=1. The catalyst class is: 8.